This data is from Antibody developability classification from SAbDab with 2,409 antibodies. The task is: Regression/Classification. Given an antibody's heavy chain and light chain sequences, predict its developability. TAP uses regression for 5 developability metrics; SAbDab uses binary classification. The antibody is ['EVQLVQSGAEVKKPGESLRISCKGSGYTFITYWIEWVRQMPGKGLEWMGDILPGSGSTNYSPSFQGHVTISADKSISTAYLQWSSLKASDTAMYYCARSGYYGNSGFAYWGQGTLVTVSS', 'DIVMTQTPLSLPVTPGEPASISCKSSQSLLSSGNQKNYLTWYLQKPGQSPQLLIYWASTRESGVPDRFSGSGSGTDFTLKISRVEAEDVGVYYCQNDYTYPLTFGQGTKLEIK']. Result: 0 (not developable).